From a dataset of Reaction yield outcomes from USPTO patents with 853,638 reactions. Predict the reaction yield, written as a fraction of the theoretical maximum amount of product (1.0 means a 100% yield; for example, 0.34 means a 34% yield). (1) The reactants are [F:1][C:2]1[C:3]([C:33]([F:36])([F:35])[F:34])=[C:4]([CH:9]2[CH2:14][CH2:13][N:12]([C:15]([C:17]3[C:25]4[CH2:24][CH2:23][N:22](C(OC(C)(C)C)=O)[CH2:21][C:20]=4[NH:19][N:18]=3)=[O:16])[CH2:11][CH2:10]2)[CH:5]=[C:6]([F:8])[CH:7]=1.[ClH:37]. The catalyst is C(Cl)Cl.CCOCC. The product is [ClH:37].[F:1][C:2]1[C:3]([C:33]([F:35])([F:34])[F:36])=[C:4]([CH:9]2[CH2:10][CH2:11][N:12]([C:15]([C:17]3[C:25]4[CH2:24][CH2:23][NH:22][CH2:21][C:20]=4[NH:19][N:18]=3)=[O:16])[CH2:13][CH2:14]2)[CH:5]=[C:6]([F:8])[CH:7]=1. The yield is 0.970. (2) The reactants are [O:1]1[CH2:6][CH2:5][CH:4]([OH:7])[CH2:3][CH2:2]1.[H-].[Na+].[C:10]([O:14][CH2:15][CH2:16]Br)([CH3:13])([CH3:12])[CH3:11].[Cl-].[NH4+]. The catalyst is CN(C=O)C.C1OCCOCCOCCOCCOC1.[I-].[Na+]. The product is [C:10]([O:14][CH2:15][CH2:16][O:7][CH:4]1[CH2:5][CH2:6][O:1][CH2:2][CH2:3]1)([CH3:13])([CH3:12])[CH3:11]. The yield is 0.640. (3) The reactants are [C:1]1(C2C=CC=CC=2)[C:2]([C:7]([C:9]2[S:13][C:12]3[CH:14]=[CH:15][CH:16]=[CH:17][C:11]=3[C:10]=2[CH2:18][C:19]([OH:21])=[O:20])=O)=[CH:3][CH:4]=[CH:5][CH:6]=1.[BH4-].[Na+].C([SiH]([CH2:35][CH3:36])CC)C.C(O)(C(F)(F)F)=O.[CH2:44]1[CH2:48]O[CH2:46][CH2:45]1. The catalyst is C(Cl)Cl.Cl. The product is [C:5]1([C:36]2[CH:35]=[CH:46][CH:45]=[CH:44][CH:48]=2)[CH:4]=[CH:3][C:2]([CH2:7][C:9]2[S:13][C:12]3[CH:14]=[CH:15][CH:16]=[CH:17][C:11]=3[C:10]=2[CH2:18][C:19]([OH:21])=[O:20])=[CH:1][CH:6]=1. The yield is 0.373. (4) The reactants are [Cl:1][C:2]1[CH:3]=[C:4]2[C:8](=[CH:9][CH:10]=1)[NH:7][CH:6]=[CH:5]2.[H-].[Na+].Cl[CH2:14][C:15]1[C:16]([F:21])=[N:17][CH:18]=[CH:19][CH:20]=1. The catalyst is CN(C=O)C. The product is [Cl:1][C:2]1[CH:3]=[C:4]2[C:8](=[CH:9][CH:10]=1)[N:7]([CH2:14][C:15]1[C:16]([F:21])=[N:17][CH:18]=[CH:19][CH:20]=1)[CH:6]=[CH:5]2. The yield is 0.590. (5) The yield is 0.390. The product is [Br:46][CH2:43][C:39]1[CH:40]=[CH:41][CH:42]=[C:37]([CH2:36][O:35][CH3:34])[CH:38]=1. The catalyst is CCOCC. The reactants are Cl.C(N(C1C=CC=CC=1)S(C1C=NC(N2C(=O)C(CC3C=NC=CC=3)=C(C)N2)=CC=1)(=O)=O)C.[CH3:34][O:35][CH2:36][C:37]1[CH:38]=[C:39]([CH2:43]O)[CH:40]=[CH:41][CH:42]=1.P(Br)(Br)[Br:46].CO. (6) The reactants are C[O-].[Na+].C([O:7][C:8]1[CH:13]=[CH:12][C:11]([F:14])=[CH:10][C:9]=1[O:15][CH2:16][C:17]1[CH:22]=[CH:21][CH:20]=[CH:19][CH:18]=1)(=O)C. The catalyst is CO. The product is [CH2:16]([O:15][C:9]1[CH:10]=[C:11]([F:14])[CH:12]=[CH:13][C:8]=1[OH:7])[C:17]1[CH:18]=[CH:19][CH:20]=[CH:21][CH:22]=1. The yield is 0.900.